Dataset: Catalyst prediction with 721,799 reactions and 888 catalyst types from USPTO. Task: Predict which catalyst facilitates the given reaction. (1) Reactant: Br[C:2]1[CH:3]=[C:4]2[C:8](=[CH:9][CH:10]=1)[N:7]([CH:11]1[CH2:16][CH2:15][CH2:14][CH2:13][O:12]1)[N:6]=[C:5]2[C:17]1[CH:22]=[CH:21][C:20]([F:23])=[CH:19][CH:18]=1.C(N(CC)CC)C.C1(C)C=CC=CC=1P(C1C=CC=CC=1C)C1C=CC=CC=1C.[C:53]1([C:59]#[CH:60])[CH:58]=[CH:57][CH:56]=[CH:55][CH:54]=1. Product: [F:23][C:20]1[CH:21]=[CH:22][C:17]([C:5]2[C:4]3[C:8](=[CH:9][CH:10]=[C:2]([C:60]#[C:59][C:53]4[CH:58]=[CH:57][CH:56]=[CH:55][CH:54]=4)[CH:3]=3)[N:7]([CH:11]3[CH2:16][CH2:15][CH2:14][CH2:13][O:12]3)[N:6]=2)=[CH:18][CH:19]=1. The catalyst class is: 10. (2) The catalyst class is: 9. Reactant: [CH2:1]([O:3][C:4]([C:6]1[NH:7][CH:8]=[CH:9][CH:10]=1)=[O:5])[CH3:2].Br[CH2:12][C:13]1[CH:18]=[CH:17][C:16]([F:19])=[CH:15][CH:14]=1.C(=O)([O-])[O-].[Cs+].[Cs+]. Product: [F:19][C:16]1[CH:17]=[CH:18][C:13]([CH2:12][N:7]2[CH:8]=[CH:9][CH:10]=[C:6]2[C:4]([O:3][CH2:1][CH3:2])=[O:5])=[CH:14][CH:15]=1. (3) Reactant: [NH2:1][C:2]1[CH:3]=[CH:4][C:5](Br)=[C:6]([C:8]([F:11])([F:10])[F:9])[CH:7]=1.[Cl:13][C:14]1[CH:15]=[C:16](B(O)O)[CH:17]=[CH:18][CH:19]=1.C([O-])([O-])=O.[Na+].[Na+]. Product: [Cl:13][C:14]1[CH:19]=[C:18]([C:5]2[CH:4]=[CH:3][C:2]([NH2:1])=[CH:7][C:6]=2[C:8]([F:11])([F:10])[F:9])[CH:17]=[CH:16][CH:15]=1. The catalyst class is: 206. (4) Reactant: [CH3:1][S:2]([O:5][C:6]1[CH:11]=[CH:10][CH:9]=[CH:8][C:7]=1[CH:12]=[CH2:13])(=[O:4])=[O:3].C(=O)([O-])O.[Na+].[Cl:19][CH2:20][C:21](=[O:26])[C:22](Cl)=[N:23][OH:24]. Product: [CH3:1][S:2]([O:5][C:6]1[CH:11]=[CH:10][CH:9]=[CH:8][C:7]=1[CH:12]1[O:24][N:23]=[C:22]([C:21](=[O:26])[CH2:20][Cl:19])[CH2:13]1)(=[O:4])=[O:3]. The catalyst class is: 10. (5) Reactant: [N+:1]([C:4]1[CH:5]=[C:6]([CH:10]=[CH:11][CH:12]=1)[CH:7]=[N:8][OH:9])([O-:3])=[O:2].[ClH:13].[O-]Cl.[Na+]. Product: [OH:9][N:8]=[C:7]([Cl:13])[C:6]1[CH:10]=[CH:11][CH:12]=[C:4]([N+:1]([O-:3])=[O:2])[CH:5]=1. The catalyst class is: 1. (6) Reactant: [CH3:1][O:2][C:3]1[CH:12]=[CH:11][C:10]([NH2:13])=[CH:9][C:4]=1[C:5]([O:7][CH3:8])=[O:6].C(N(CC)C(C)C)(C)C.[C:23](Cl)(=[O:25])[CH3:24].CO.ClCCl. Product: [CH3:1][O:2][C:3]1[CH:12]=[CH:11][C:10]([NH:13][C:23](=[O:25])[CH3:24])=[CH:9][C:4]=1[C:5]([O:7][CH3:8])=[O:6]. The catalyst class is: 4. (7) Reactant: [C@H:1]([NH:5][C:6]1[C:7]([NH2:18])=[N:8][CH:9]=[C:10]([Cl:17])[C:11]=1[N:12]1[CH:16]=[CH:15][CH:14]=[N:13]1)([CH2:3][CH3:4])[CH3:2].[C:19](N1C=CN=C1)(N1C=CN=C1)=[O:20].Cl. Product: [C@H:1]([N:5]1[C:6]2[C:7](=[N:8][CH:9]=[C:10]([Cl:17])[C:11]=2[N:12]2[CH:16]=[CH:15][CH:14]=[N:13]2)[N:18]=[C:19]1[OH:20])([CH2:3][CH3:4])[CH3:2]. The catalyst class is: 1. (8) Reactant: [F:1][C:2]1[CH:19]=[CH:18][CH:17]=[CH:16][C:3]=1[CH2:4][N:5]1[C:9]2[CH2:10][CH2:11][CH2:12][C:8]=2[C:7]([C:13](=[NH:15])[NH2:14])=[N:6]1.C[O:21][C:22](=O)[C:23]([CH3:30])([CH3:29])[CH:24]([C:27]#[N:28])[C:25]#[N:26]. Product: [NH2:26][C:25]1[C:24]2[C:23]([CH3:30])([CH3:29])[C:22](=[O:21])[NH:28][C:27]=2[N:15]=[C:13]([C:7]2[C:8]3[CH2:12][CH2:11][CH2:10][C:9]=3[N:5]([CH2:4][C:3]3[CH:16]=[CH:17][CH:18]=[CH:19][C:2]=3[F:1])[N:6]=2)[N:14]=1. The catalyst class is: 107.